The task is: Predict the reaction yield, written as a fraction of the theoretical maximum amount of product (1.0 means a 100% yield; for example, 0.34 means a 34% yield).. This data is from Reaction yield outcomes from USPTO patents with 853,638 reactions. (1) The product is [C:1]([O:5][C:6]([NH:8][C@H:9]([CH3:16])[C:10]([N:12]([O:14][CH3:15])[CH3:13])=[O:11])=[O:7])([CH3:4])([CH3:3])[CH3:2]. No catalyst specified. The reactants are [C:1]([O:5][C:6]([NH:8][C@@H:9]([CH3:16])[C:10]([N:12]([O:14][CH3:15])[CH3:13])=[O:11])=[O:7])([CH3:4])([CH3:3])[CH3:2].C(N[C@@H](C(O)=O)C)(OC(C)(C)C)=O. The yield is 0.880. (2) The catalyst is ClCCl. The yield is 0.770. The product is [Br:1][C:2]1[CH:3]=[C:4]([S:10]([NH:25][C:21]([CH3:24])([CH3:23])[CH3:22])(=[O:12])=[O:11])[CH:5]=[CH:6][C:7]=1[O:8][CH3:9]. The reactants are [Br:1][C:2]1[CH:3]=[C:4]([S:10](Cl)(=[O:12])=[O:11])[CH:5]=[CH:6][C:7]=1[O:8][CH3:9].C(N(CC)CC)C.[C:21]([NH2:25])([CH3:24])([CH3:23])[CH3:22].C(O)(=O)CC(CC(O)=O)(C(O)=O)O.